This data is from Forward reaction prediction with 1.9M reactions from USPTO patents (1976-2016). The task is: Predict the product of the given reaction. (1) Given the reactants Br.[NH2:2][C:3]1[C:4]([CH3:14])=[C:5]([CH:10]=[C:11]([Br:13])[CH:12]=1)[C:6]([O:8][CH3:9])=[O:7].[O:15]1[CH2:20][CH2:19][C:18](=O)[CH2:17][CH2:16]1, predict the reaction product. The product is: [Br:13][C:11]1[CH:12]=[C:3]([NH:2][CH:18]2[CH2:19][CH2:20][O:15][CH2:16][CH2:17]2)[C:4]([CH3:14])=[C:5]([CH:10]=1)[C:6]([O:8][CH3:9])=[O:7]. (2) Given the reactants Cl[C:2]1[C:7]([F:8])=[C:6]([Cl:9])[N:5]=[CH:4][N:3]=1.[CH3:10][C@H:11]1[CH2:16][CH2:15][CH2:14][C@@H:13]([CH3:17])[NH:12]1, predict the reaction product. The product is: [Cl:9][C:6]1[C:7]([F:8])=[C:2]([N:12]2[C@H:13]([CH3:17])[CH2:14][CH2:15][CH2:16][C@@H:11]2[CH3:10])[N:3]=[CH:4][N:5]=1. (3) Given the reactants C(O[C:4]([N:6]1[CH2:18][C@H:17]2[C@H:9]([CH2:10][C:11]3[C:16]2=[CH:15][C:14]([C:19]2[CH:24]=[CH:23][CH:22]=[CH:21][CH:20]=2)=[CH:13][C:12]=3[CH3:25])[CH2:8][CH2:7]1)=O)C.[H-].[H-].[H-].[H-].[Li+].[Al+3], predict the reaction product. The product is: [CH3:4][N:6]1[CH2:18][C@H:17]2[C@H:9]([CH2:10][C:11]3[C:16]2=[CH:15][C:14]([C:19]2[CH:24]=[CH:23][CH:22]=[CH:21][CH:20]=2)=[CH:13][C:12]=3[CH3:25])[CH2:8][CH2:7]1. (4) Given the reactants Br[C:2]1[N:3]=[CH:4][N:5]([C:7]2[CH:8]=[C:9]([NH:13][C:14](=[O:16])[CH3:15])[CH:10]=[CH:11][CH:12]=2)[CH:6]=1.[CH3:17][C:18]1[O:22][C:21](B(O)O)=[CH:20][CH:19]=1.C([O-])([O-])=O.[Cs+].[Cs+].C(O)CCO, predict the reaction product. The product is: [CH3:17][C:18]1[O:22][C:21]([C:2]2[N:3]=[CH:4][N:5]([C:7]3[CH:8]=[C:9]([NH:13][C:14](=[O:16])[CH3:15])[CH:10]=[CH:11][CH:12]=3)[CH:6]=2)=[CH:20][CH:19]=1. (5) The product is: [CH:37]1([CH2:34][N:6]2[CH2:11][CH2:10][CH:9]([O:12][C:13]3[CH:18]=[CH:17][C:16]([NH:19][C:20]([N:22]4[CH2:30][C:29]5[CH:28]=[CH:27][N:26]=[CH:25][C:24]=5[CH2:23]4)=[O:21])=[CH:15][CH:14]=3)[CH2:8][CH2:7]2)[CH2:42][CH2:41][CH2:40][CH2:39][CH2:38]1. Given the reactants C(=O)C(C)C.[NH:6]1[CH2:11][CH2:10][CH:9]([O:12][C:13]2[CH:18]=[CH:17][C:16]([NH:19][C:20]([N:22]3[CH2:30][C:29]4[CH:28]=[CH:27][N:26]=[CH:25][C:24]=4[CH2:23]3)=[O:21])=[CH:15][CH:14]=2)[CH2:8][CH2:7]1.N1CC=[C:34]([C:37]2[CH:42]=[CH:41][C:40](NC(N3C[C:42]4[C:37](=[CH:38][CH:39]=[CH:40][CH:41]=4)[CH2:34]3)=O)=[CH:39][CH:38]=2)CC1, predict the reaction product. (6) Given the reactants [Na+].[Cl:2][C:3]1[CH:4]=[CH:5][C:6]([O:27][CH2:28][CH3:29])=[C:7]([C:9]2[N:14]=[C:13]([NH:15][CH3:16])[N:12]=[C:11]([NH:17][C:18]3[CH:26]=[CH:25][C:21]([C:22]([O-])=[O:23])=[CH:20][CH:19]=3)[CH:10]=2)[CH:8]=1.[H-].[Al+3].[Li+].[H-].[H-].[H-].CO.Cl, predict the reaction product. The product is: [Cl:2][C:3]1[CH:4]=[CH:5][C:6]([O:27][CH2:28][CH3:29])=[C:7]([C:9]2[N:14]=[C:13]([NH:15][CH3:16])[N:12]=[C:11]([NH:17][C:18]3[CH:26]=[CH:25][C:21]([CH2:22][OH:23])=[CH:20][CH:19]=3)[CH:10]=2)[CH:8]=1.